Dataset: Peptide-MHC class I binding affinity with 185,985 pairs from IEDB/IMGT. Task: Regression. Given a peptide amino acid sequence and an MHC pseudo amino acid sequence, predict their binding affinity value. This is MHC class I binding data. (1) The peptide sequence is MPALTIACM. The MHC is HLA-B07:02 with pseudo-sequence HLA-B07:02. The binding affinity (normalized) is 0.542. (2) The peptide sequence is GTEEIKSLY. The MHC is HLA-A11:01 with pseudo-sequence HLA-A11:01. The binding affinity (normalized) is 0.0847. (3) The peptide sequence is AAKKKGASL. The MHC is HLA-A02:16 with pseudo-sequence HLA-A02:16. The binding affinity (normalized) is 0.0847. (4) The peptide sequence is SPADERAVA. The MHC is HLA-A01:01 with pseudo-sequence HLA-A01:01. The binding affinity (normalized) is 0.0847. (5) The peptide sequence is HRYLIRQSM. The MHC is HLA-A01:01 with pseudo-sequence HLA-A01:01. The binding affinity (normalized) is 0.0847. (6) The peptide sequence is IAPNASLGV. The MHC is HLA-A02:01 with pseudo-sequence HLA-A02:01. The binding affinity (normalized) is 0.566. (7) The peptide sequence is GMKAFTAAV. The MHC is HLA-A31:01 with pseudo-sequence HLA-A31:01. The binding affinity (normalized) is 0.601.